Dataset: Catalyst prediction with 721,799 reactions and 888 catalyst types from USPTO. Task: Predict which catalyst facilitates the given reaction. (1) Reactant: [O:1]1[C:5]([C@H:6]2[CH2:11][CH2:10][C@H:9]([N:12]3[C:17](=[O:18])[C:16]([CH2:19][C:20]4[CH:25]=[CH:24][C:23]([C:26]5[C:27]([C:32]#[N:33])=[CH:28][CH:29]=[CH:30][CH:31]=5)=[CH:22][CH:21]=4)=[C:15]([CH2:34][CH2:35][CH3:36])[N:14]4[N:37]=[CH:38][N:39]=[C:13]34)[CH2:8][CH2:7]2)=[CH:4][N:3]=[CH:2]1.C([Sn](=O)CCCC)CCC.[N:50]([Si](C)(C)C)=[N+:51]=[N-:52].C1(C)C=CC=CC=1. The catalyst class is: 13. Product: [O:1]1[C:5]([C@H:6]2[CH2:11][CH2:10][C@H:9]([N:12]3[C:17](=[O:18])[C:16]([CH2:19][C:20]4[CH:25]=[CH:24][C:23]([C:26]5[CH:31]=[CH:30][CH:29]=[CH:28][C:27]=5[C:32]5[NH:52][N:51]=[N:50][N:33]=5)=[CH:22][CH:21]=4)=[C:15]([CH2:34][CH2:35][CH3:36])[N:14]4[N:37]=[CH:38][N:39]=[C:13]34)[CH2:8][CH2:7]2)=[CH:4][N:3]=[CH:2]1. (2) Reactant: [Br:1][C:2]1[CH:3]=[CH:4][C:5]([F:33])=[C:6]([C@:8]([NH:21][CH2:22][C:23]2[CH:28]=[CH:27][C:26]([O:29][CH3:30])=[CH:25][C:24]=2[O:31][CH3:32])([CH3:20])[CH2:9][S:10][C:11]2([C:15]([O:17]CC)=[O:16])[CH2:14][CH2:13][CH2:12]2)[CH:7]=1.[OH-].[Na+].Cl. Product: [Br:1][C:2]1[CH:3]=[CH:4][C:5]([F:33])=[C:6]([C@:8]([NH:21][CH2:22][C:23]2[CH:28]=[CH:27][C:26]([O:29][CH3:30])=[CH:25][C:24]=2[O:31][CH3:32])([CH3:20])[CH2:9][S:10][C:11]2([C:15]([OH:17])=[O:16])[CH2:14][CH2:13][CH2:12]2)[CH:7]=1. The catalyst class is: 8. (3) Reactant: [CH3:1][C:2]1[CH:3]=[CH:4][CH:5]=[C:6]2[C:11]=1[CH:10]=[N:9][CH:8]=[CH:7]2.[N+]([O-])([O-])=O.[K+].[N+:17]([O-])(O)=O.[C:21]([OH:24])(=O)[CH3:22]. Product: [CH3:1][C:2]1[CH:3]=[CH:4][C:5]([NH:17][C:21](=[O:24])[CH3:22])=[C:6]2[C:11]=1[CH:10]=[N:9][CH:8]=[CH:7]2. The catalyst class is: 65. (4) Reactant: [CH3:1][NH:2][N:3]=[C:4]([CH3:10])[CH2:5][S:6]([CH3:9])(=[O:8])=[O:7].O1CCCC1.[CH3:16][N:17]1[C:25]2[C:20](=[CH:21][CH:22]=[CH:23][CH:24]=2)[C:19]([C:26](=[O:30])[C:27](Cl)=[O:28])=[CH:18]1. Product: [CH3:1][N:2]([C:27](=[O:28])[C:26]([C:19]1[C:20]2[C:25](=[CH:24][CH:23]=[CH:22][CH:21]=2)[N:17]([CH3:16])[CH:18]=1)=[O:30])[N:3]=[C:4]([CH3:10])[CH2:5][S:6]([CH3:9])(=[O:8])=[O:7]. The catalyst class is: 6. (5) Reactant: Cl[C:2]1[N:7]2[N:8]=[C:9]([CH3:11])[CH:10]=[C:6]2[N:5]=[C:4]([NH:12][C:13](=[O:24])[C:14]2[CH:19]=[CH:18][C:17]([C:20]([F:23])([F:22])[F:21])=[N:16][CH:15]=2)[CH:3]=1.C([N:28]([CH2:32][CH3:33])[CH:29]([CH3:31])C)(C)C. Product: [CH3:11][C:9]1[CH:10]=[C:6]2[N:5]=[C:4]([NH:12][C:13](=[O:24])[C:14]3[CH:19]=[CH:18][C:17]([C:20]([F:23])([F:22])[F:21])=[N:16][CH:15]=3)[CH:3]=[C:2]([N:28]3[CH2:29][CH2:31][C:6]4[N:5]=[CH:4][NH:12][C:13](=[O:24])[C:33]=4[CH2:32]3)[N:7]2[N:8]=1. The catalyst class is: 3.